Regression. Given a peptide amino acid sequence and an MHC pseudo amino acid sequence, predict their binding affinity value. This is MHC class II binding data. From a dataset of Peptide-MHC class II binding affinity with 134,281 pairs from IEDB. (1) The peptide sequence is GMMMGMFNMLSTVLG. The MHC is DRB1_1501 with pseudo-sequence DRB1_1501. The binding affinity (normalized) is 0.359. (2) The peptide sequence is EKKYFAATQFNPLAA. The MHC is HLA-DPA10301-DPB10402 with pseudo-sequence HLA-DPA10301-DPB10402. The binding affinity (normalized) is 0.669. (3) The peptide sequence is VLTLGAAMVEIALGGKK. The MHC is HLA-DQA10201-DQB10402 with pseudo-sequence HLA-DQA10201-DQB10402. The binding affinity (normalized) is 0.473. (4) The peptide sequence is LRLFDYNKNAIKTLN. The MHC is DRB1_0901 with pseudo-sequence DRB1_0901. The binding affinity (normalized) is 0.256. (5) The peptide sequence is PELQIVDKIDAAFKI. The MHC is DRB3_0101 with pseudo-sequence DRB3_0101. The binding affinity (normalized) is 0.594.